From a dataset of NCI-60 drug combinations with 297,098 pairs across 59 cell lines. Regression. Given two drug SMILES strings and cell line genomic features, predict the synergy score measuring deviation from expected non-interaction effect. (1) Drug 1: CN(C)N=NC1=C(NC=N1)C(=O)N. Drug 2: CC1C(C(CC(O1)OC2CC(CC3=C2C(=C4C(=C3O)C(=O)C5=CC=CC=C5C4=O)O)(C(=O)C)O)N)O. Cell line: 786-0. Synergy scores: CSS=43.8, Synergy_ZIP=-2.72, Synergy_Bliss=-3.35, Synergy_Loewe=-4.45, Synergy_HSA=-2.01. (2) Drug 1: C1CC(=O)NC(=O)C1N2CC3=C(C2=O)C=CC=C3N. Drug 2: C1=CN(C(=O)N=C1N)C2C(C(C(O2)CO)O)O.Cl. Cell line: RPMI-8226. Synergy scores: CSS=18.3, Synergy_ZIP=-3.51, Synergy_Bliss=0.361, Synergy_Loewe=4.61, Synergy_HSA=4.64. (3) Drug 1: COC1=CC(=CC(=C1O)OC)C2C3C(COC3=O)C(C4=CC5=C(C=C24)OCO5)OC6C(C(C7C(O6)COC(O7)C8=CC=CS8)O)O. Drug 2: B(C(CC(C)C)NC(=O)C(CC1=CC=CC=C1)NC(=O)C2=NC=CN=C2)(O)O. Cell line: BT-549. Synergy scores: CSS=33.5, Synergy_ZIP=4.77, Synergy_Bliss=0.449, Synergy_Loewe=1.26, Synergy_HSA=1.47. (4) Drug 1: C1=CC(=CC=C1CCC2=CNC3=C2C(=O)NC(=N3)N)C(=O)NC(CCC(=O)O)C(=O)O. Drug 2: CN1C(=O)N2C=NC(=C2N=N1)C(=O)N. Cell line: NCI-H522. Synergy scores: CSS=30.7, Synergy_ZIP=-0.265, Synergy_Bliss=2.58, Synergy_Loewe=-60.0, Synergy_HSA=-1.94. (5) Drug 1: CN(C)C1=NC(=NC(=N1)N(C)C)N(C)C. Drug 2: C1CC(C1)(C(=O)O)C(=O)O.[NH2-].[NH2-].[Pt+2]. Cell line: OVCAR-5. Synergy scores: CSS=3.28, Synergy_ZIP=-3.03, Synergy_Bliss=-1.60, Synergy_Loewe=-12.5, Synergy_HSA=-5.00. (6) Drug 1: C1=CC(=CC=C1C#N)C(C2=CC=C(C=C2)C#N)N3C=NC=N3. Drug 2: C1CNP(=O)(OC1)N(CCCl)CCCl. Cell line: NCIH23. Synergy scores: CSS=0.520, Synergy_ZIP=-1.17, Synergy_Bliss=-2.59, Synergy_Loewe=1.43, Synergy_HSA=-3.42. (7) Drug 1: C1=CN(C=N1)CC(O)(P(=O)(O)O)P(=O)(O)O. Drug 2: CCN(CC)CCCC(C)NC1=C2C=C(C=CC2=NC3=C1C=CC(=C3)Cl)OC. Cell line: SW-620. Synergy scores: CSS=10.7, Synergy_ZIP=-0.0295, Synergy_Bliss=-3.30, Synergy_Loewe=-20.2, Synergy_HSA=-6.24.